From a dataset of Reaction yield outcomes from USPTO patents with 853,638 reactions. Predict the reaction yield, written as a fraction of the theoretical maximum amount of product (1.0 means a 100% yield; for example, 0.34 means a 34% yield). (1) The reactants are [Cl:1][C:2]1[CH:3]=[C:4]([C:8]2[C:12]([CH2:13][O:14][C:15]3[CH:23]=[CH:22][C:18]([C:19]([OH:21])=O)=[CH:17][N:16]=3)=[C:11]([CH3:24])[O:10][N:9]=2)[CH:5]=[CH:6][CH:7]=1.[CH:25]1([NH2:28])[CH2:27][CH2:26]1. No catalyst specified. The product is [Cl:1][C:2]1[CH:3]=[C:4]([C:8]2[C:12]([CH2:13][O:14][C:15]3[CH:23]=[CH:22][C:18]([C:19]([NH:28][CH:25]4[CH2:27][CH2:26]4)=[O:21])=[CH:17][N:16]=3)=[C:11]([CH3:24])[O:10][N:9]=2)[CH:5]=[CH:6][CH:7]=1. The yield is 0.720. (2) The reactants are [F:1][C:2]1[CH:7]=[CH:6][C:5]([CH2:8][CH2:9][S:10][CH:11]([C:22]([O:24][CH2:25][C:26]([Cl:29])([Cl:28])[Cl:27])=[O:23])[CH2:12][C:13]2[CH:21]=[CH:20][C:16]([C:17]([OH:19])=[O:18])=[CH:15][CH:14]=2)=[CH:4][CH:3]=1.[CH3:30][C:31]1[O:35][C:34]([C:36]2[CH:41]=[CH:40][CH:39]=[CH:38][CH:37]=2)=[N:33][C:32]=1[CH2:42][CH2:43]O.C1(C2OC(C(F)(F)F)=C(COC(=O)C3C=CC(CC(SCCC4C=CC(F)=CC=4)C(OCC(Cl)(Cl)Cl)=O)=CC=3)N=2)C=CC=CC=1. No catalyst specified. The product is [CH3:30][C:31]1[O:35][C:34]([C:36]2[CH:37]=[CH:38][CH:39]=[CH:40][CH:41]=2)=[N:33][C:32]=1[CH2:42][CH2:43][O:18][C:17](=[O:19])[C:16]1[CH:20]=[CH:21][C:13]([CH2:12][CH:11]([S:10][CH2:9][CH2:8][C:5]2[CH:6]=[CH:7][C:2]([F:1])=[CH:3][CH:4]=2)[C:22]([O:24][CH2:25][C:26]([Cl:29])([Cl:27])[Cl:28])=[O:23])=[CH:14][CH:15]=1. The yield is 0.835.